From a dataset of Peptide-MHC class II binding affinity with 134,281 pairs from IEDB. Regression. Given a peptide amino acid sequence and an MHC pseudo amino acid sequence, predict their binding affinity value. This is MHC class II binding data. (1) The peptide sequence is INEPTAAAIAYGWDR. The MHC is HLA-DQA10501-DQB10301 with pseudo-sequence HLA-DQA10501-DQB10301. The binding affinity (normalized) is 0.741. (2) The peptide sequence is AAWGGSGSEAYQGVQ. The MHC is DRB1_0401 with pseudo-sequence DRB1_0401. The binding affinity (normalized) is 0.192. (3) The peptide sequence is VVVHITDDNEEPIAP. The MHC is DRB1_0901 with pseudo-sequence DRB1_0901. The binding affinity (normalized) is 0.0501. (4) The MHC is HLA-DPA10103-DPB10301 with pseudo-sequence HLA-DPA10103-DPB10301. The peptide sequence is ALREKVLGLPAIKAW. The binding affinity (normalized) is 0.652. (5) The peptide sequence is PNESYKKQVTIRIGC. The MHC is DRB1_0301 with pseudo-sequence DRB1_0301. The binding affinity (normalized) is 0.0155. (6) The peptide sequence is EKKYFAANQFEPLAA. The MHC is HLA-DQA10401-DQB10402 with pseudo-sequence HLA-DQA10401-DQB10402. The binding affinity (normalized) is 0.256. (7) The peptide sequence is YYAIHKASPVLAFPA. The MHC is HLA-DPA10201-DPB11401 with pseudo-sequence HLA-DPA10201-DPB11401. The binding affinity (normalized) is 0.402. (8) The peptide sequence is FLHSEEGSRAYRNAL. The MHC is DRB1_0901 with pseudo-sequence DRB1_0901. The binding affinity (normalized) is 0.554.